This data is from HIV replication inhibition screening data with 41,000+ compounds from the AIDS Antiviral Screen. The task is: Binary Classification. Given a drug SMILES string, predict its activity (active/inactive) in a high-throughput screening assay against a specified biological target. (1) The drug is O=C1Nc2cc(Cl)ccc2N=CC1NC(=O)C(c1ccccc1)c1ccccc1Cl. The result is 0 (inactive). (2) The molecule is CCOC(=O)c1c(NC(=O)c2ccccc2)sc2c(=O)oc(-c3ccccc3)nc12. The result is 0 (inactive). (3) The compound is CC(C)=C1CC(C)(C)N=C1CCN1CCOCC1. The result is 0 (inactive). (4) The drug is CCCCCCCCCC(=O)CC(=O)c1c(O)cccc1O. The result is 0 (inactive). (5) The compound is CCOC1NC(N=Cc2ccc(OC)cc2)=C(C#N)C1C#N. The result is 0 (inactive). (6) The molecule is C=CCC12CC(C=CC13OCCO3)OC(O)C2C. The result is 0 (inactive).